This data is from Catalyst prediction with 721,799 reactions and 888 catalyst types from USPTO. The task is: Predict which catalyst facilitates the given reaction. (1) Reactant: [C:1](Cl)(Cl)=[O:2].C(N(CC)CC)C.[Cl:12][C:13]1[CH:18]=[CH:17][C:16]([CH:19]2[CH:23]([C:24]3[CH:29]=[CH:28][C:27]([Cl:30])=[CH:26][CH:25]=3)[NH:22][C:21]([C:31]3[CH:36]=[CH:35][C:34]([O:37][CH2:38][CH3:39])=[CH:33][C:32]=3[O:40][CH:41]([CH3:43])[CH3:42])=[N:20]2)=[CH:15][CH:14]=1.[NH:44]1[CH2:49][CH2:48][NH:47][CH2:46][CH2:45]1.C(=O)(O)[O-].[Na+]. Product: [Cl:12][C:13]1[CH:14]=[CH:15][C:16]([CH:19]2[CH:23]([C:24]3[CH:25]=[CH:26][C:27]([Cl:30])=[CH:28][CH:29]=3)[N:22]([C:1]([N:44]3[CH2:49][CH2:48][NH:47][CH2:46][CH2:45]3)=[O:2])[C:21]([C:31]3[CH:36]=[CH:35][C:34]([O:37][CH2:38][CH3:39])=[CH:33][C:32]=3[O:40][CH:41]([CH3:42])[CH3:43])=[N:20]2)=[CH:17][CH:18]=1. The catalyst class is: 2. (2) Reactant: [CH3:1][C:2]1[C:7]([CH3:8])=[CH:6][N:5]=[C:4]([NH:9]C(=O)OC(C)(C)C)[CH:3]=1.C(O)(C(F)(F)F)=O. Product: [CH3:1][C:2]1[C:7]([CH3:8])=[CH:6][N:5]=[C:4]([NH2:9])[CH:3]=1. The catalyst class is: 2. (3) Reactant: [Br:1][C:2]1[CH:3]=[C:4]2[C:10](I)=[CH:9][N:8]([S:12]([C:15]3[CH:21]=[CH:20][C:18]([CH3:19])=[CH:17][CH:16]=3)(=[O:14])=[O:13])[C:5]2=[N:6][CH:7]=1.N1C2[C:25](=[CH:26][C:27](B(O)O)=CC=2)[CH:24]=[CH:23]1.[C:34]([O-:37])([O-])=O.[Na+].[Na+].[CH3:40]C#N. Product: [Br:1][C:2]1[CH:3]=[C:4]2[C:10]([C:25]3[CH:26]=[CH:27][C:34]([OH:37])=[CH:23][CH:24]=3)=[C:9]([CH3:40])[N:8]([S:12]([C:15]3[CH:21]=[CH:20][C:18]([CH3:19])=[CH:17][CH:16]=3)(=[O:14])=[O:13])[C:5]2=[N:6][CH:7]=1. The catalyst class is: 235. (4) Reactant: Cl[C:2]1[C:11]2[C:6](=[CH:7][C:8]([C:12]([F:15])([F:14])[F:13])=[CH:9][CH:10]=2)[N:5]=[CH:4][CH:3]=1.[Cl-].[NH4+:17]. Product: [NH2:17][C:2]1[C:11]2[C:6](=[CH:7][C:8]([C:12]([F:15])([F:14])[F:13])=[CH:9][CH:10]=2)[N:5]=[CH:4][CH:3]=1. The catalyst class is: 5. (5) Reactant: C(=O)([O-])[O-].[K+].[K+].[N+:7]([C:10]1[CH:11]=[C:12]([CH:16]=[CH:17][C:18]=1[Cl:19])[C:13]([OH:15])=[O:14])([O-:9])=[O:8].[CH2:20](I)[CH3:21].Cl. Product: [Cl:19][C:18]1[CH:17]=[CH:16][C:12]([C:13]([O:15][CH2:20][CH3:21])=[O:14])=[CH:11][C:10]=1[N+:7]([O-:9])=[O:8]. The catalyst class is: 3.